From a dataset of Reaction yield outcomes from USPTO patents with 853,638 reactions. Predict the reaction yield, written as a fraction of the theoretical maximum amount of product (1.0 means a 100% yield; for example, 0.34 means a 34% yield). (1) The reactants are [C:1]([O:5][C:6]([N:8]1[CH2:13][CH2:12][C:11](=[O:14])[CH2:10][CH2:9]1)=[O:7])([CH3:4])([CH3:3])[CH3:2].[N+](=[CH:17][C:18]([O:20][CH2:21][CH3:22])=[O:19])=[N-].B(F)(F)F. The catalyst is CCOCC. The product is [O:14]=[C:11]1[CH2:10][CH2:9][N:8]([C:6]([O:5][C:1]([CH3:2])([CH3:4])[CH3:3])=[O:7])[CH2:13][CH2:12][CH:17]1[C:18]([O:20][CH2:21][CH3:22])=[O:19]. The yield is 0.910. (2) The reactants are [CH3:1][C:2]1[N:7]=[C:6]([C:8]([N:10]2[CH:14]3[CH2:15][CH2:16][CH:11]2[CH:12]([CH2:17][O:18][C:19]2[CH:24]=[CH:23][CH:22]=[CH:21][N:20]=2)[CH2:13]3)=[O:9])[C:5]([N:25]2[CH2:30][CH2:29][N:28](C(OC(C)(C)C)=O)[CH2:27][CH2:26]2)=[CH:4][CH:3]=1.Cl. The catalyst is O1CCOCC1.CC(O)C. The product is [CH3:1][C:2]1[N:7]=[C:6]([C:8]([N:10]2[CH:14]3[CH2:15][CH2:16][CH:11]2[CH:12]([CH2:17][O:18][C:19]2[CH:24]=[CH:23][CH:22]=[CH:21][N:20]=2)[CH2:13]3)=[O:9])[C:5]([N:25]2[CH2:30][CH2:29][NH:28][CH2:27][CH2:26]2)=[CH:4][CH:3]=1. The yield is 0.0300. (3) The reactants are [Cl:1][C:2]1[CH:3]=[C:4]([NH:16][C:17]2[C:26]3[C:21](=[CH:22][C:23]([O:28][C@H:29]4[CH2:33][CH2:32][O:31][CH2:30]4)=[C:24]([NH2:27])[CH:25]=3)[N:20]=[CH:19][N:18]=2)[CH:5]=[CH:6][C:7]=1[O:8][CH2:9][C:10]1[CH:15]=[CH:14][CH:13]=[CH:12][N:11]=1.[Br:34][CH2:35]/[CH:36]=[CH:37]/[C:38](Cl)=[O:39].O. The catalyst is C1COCC1. The product is [Br:34][CH2:35]/[CH:36]=[CH:37]/[C:38]([NH:27][C:24]1[CH:25]=[C:26]2[C:21](=[CH:22][C:23]=1[O:28][C@H:29]1[CH2:33][CH2:32][O:31][CH2:30]1)[N:20]=[CH:19][N:18]=[C:17]2[NH:16][C:4]1[CH:5]=[CH:6][C:7]([O:8][CH2:9][C:10]2[CH:15]=[CH:14][CH:13]=[CH:12][N:11]=2)=[C:2]([Cl:1])[CH:3]=1)=[O:39]. The yield is 0.106. (4) The reactants are Cl[C:2]1[N:7]=[C:6]([NH:8][C@H:9]([CH2:12][CH3:13])[CH2:10][OH:11])[C:5]([C:14]2[S:15][CH:16]=[CH:17][CH:18]=2)=[CH:4][N:3]=1.[NH2:19][C:20]1[CH:25]=[CH:24][C:23]([S:26]([C:34]2[CH:39]=[CH:38]C=CC=2)(=[N:28][C:29]([O:31][CH2:32][CH3:33])=[O:30])=[O:27])=[CH:22][CH:21]=1. No catalyst specified. The product is [CH2:32]([O:31][C:29]([N:28]=[S:26]([C:23]1[CH:22]=[CH:21][C:20]([NH:19][C:2]2[N:7]=[C:6]([NH:8][C@@H:9]([CH2:10][OH:11])[CH2:12][CH3:13])[C:5]([C:14]3[S:15][CH:16]=[CH:17][CH:18]=3)=[CH:4][N:3]=2)=[CH:25][CH:24]=1)([CH:34]1[CH2:39][CH2:38]1)=[O:27])=[O:30])[CH3:33]. The yield is 0.490.